This data is from Reaction yield outcomes from USPTO patents with 853,638 reactions. The task is: Predict the reaction yield, written as a fraction of the theoretical maximum amount of product (1.0 means a 100% yield; for example, 0.34 means a 34% yield). (1) The reactants are [C:1]([NH:8][CH2:9][CH2:10][NH2:11])([O:3][C:4]([CH3:7])([CH3:6])[CH3:5])=[O:2].[CH2:12]([CH:15]([CH2:19][C:20]#[CH:21])[C:16](O)=O)[C:13]#[CH:14].CN([C:25]([O:29]N1N=NC2C=CC=CC1=2)=[N+](C)C)C.[B-](F)(F)(F)F.CCN(C(C)C)C(C)C. The catalyst is CC#N. The product is [C:4]([O:3][C:1](=[O:2])[NH:8][CH2:9][CH2:10][NH:11][C:25](=[O:29])[CH2:16][CH:15]([CH2:19][C:20]#[CH:21])[CH2:12][C:13]#[CH:14])([CH3:5])([CH3:6])[CH3:7]. The yield is 0.310. (2) The reactants are C([Mg]Cl)C(C)C.[C:7]([C:14]([O:16][CH2:17][CH3:18])=[O:15])#[C:8][C:9]([O:11][CH2:12][CH3:13])=[O:10].[CH2:19]1[CH2:23]O[CH2:21][CH2:20]1. No catalyst specified. The product is [CH2:23](/[C:8](=[CH:7]/[C:14]([O:16][CH2:17][CH3:18])=[O:15])/[C:9]([O:11][CH2:12][CH3:13])=[O:10])[CH2:19][CH2:20][CH3:21]. The yield is 0.790. (3) The reactants are F[C:2]1[CH:7]=[CH:6][CH:5]=[CH:4][C:3]=1[N+:8]([O-:10])=[O:9].[OH:11][C:12]1[CH:13]=[C:14]([CH:17]=[CH:18][CH:19]=1)[C:15]#[N:16].C([O-])([O-])=O.[K+].[K+]. The catalyst is CN(C=O)C.CCOC(C)=O. The product is [N+:8]([C:3]1[CH:4]=[CH:5][CH:6]=[CH:7][C:2]=1[O:11][C:12]1[CH:13]=[C:14]([CH:17]=[CH:18][CH:19]=1)[C:15]#[N:16])([O-:10])=[O:9]. The yield is 0.990. (4) The reactants are C([O:5][C:6](=[O:53])[C:7]([O:10]/[N:11]=[C:12](/[C:40]1[N:41]=[C:42]([NH:45]C(OC(C)(C)C)=O)[S:43][CH:44]=1)\[C:13]([NH:15][C@@H:16]1[C:19](=[O:20])[N:18]([S:21]([OH:24])(=[O:23])=[O:22])[C@@H:17]1[CH2:25][C:26]1[CH:30]=[C:29]([CH2:31][NH:32]C(OC(C)(C)C)=O)[O:28][N:27]=1)=[O:14])([CH3:9])[CH3:8])(C)(C)C.C(O)(C(F)(F)F)=O. The catalyst is C(Cl)Cl. The product is [NH2:32][CH2:31][C:29]1[O:28][N:27]=[C:26]([CH2:25][C@@H:17]2[C@H:16]([NH:15][C:13](=[O:14])/[C:12](=[N:11]\[O:10][C:7]([CH3:8])([CH3:9])[C:6]([OH:53])=[O:5])/[C:40]3[N:41]=[C:42]([NH2:45])[S:43][CH:44]=3)[C:19](=[O:20])[N:18]2[S:21]([OH:24])(=[O:22])=[O:23])[CH:30]=1. The yield is 0.170. (5) The reactants are C([O:8][C:9]1[CH:10]=[C:11]([C:23]2([C:26]#[N:27])[CH2:25][CH2:24]2)[CH:12]=[CH:13][C:14]=1[O:15]CC1C=CC=CC=1)C1C=CC=CC=1. The catalyst is CO.[Pd]. The product is [OH:8][C:9]1[CH:10]=[C:11]([C:23]2([C:26]#[N:27])[CH2:24][CH2:25]2)[CH:12]=[CH:13][C:14]=1[OH:15]. The yield is 0.920. (6) The reactants are Br[C:2]1[CH:3]=[CH:4][CH:5]=[C:6]2[C:10]=1[C:9](=[O:11])[CH2:8][CH2:7]2.[C:12]([C:14]1[CH:23]=[CH:22][C:17]([C:18]([O:20][CH3:21])=[O:19])=[CH:16][CH:15]=1)#[CH:13].C([O-])([O-])=O.[Cs+].[Cs+].CC(C1C=C(C(C)C)C(C2C=CC=CC=2P(C2CCCCC2)C2CCCCC2)=C(C(C)C)C=1)C. The catalyst is CC#N.O. The product is [O:11]=[C:9]1[C:10]2[C:6](=[CH:5][CH:4]=[CH:3][C:2]=2[C:13]#[C:12][C:14]2[CH:23]=[CH:22][C:17]([C:18]([O:20][CH3:21])=[O:19])=[CH:16][CH:15]=2)[CH2:7][CH2:8]1. The yield is 0.260.